From a dataset of Full USPTO retrosynthesis dataset with 1.9M reactions from patents (1976-2016). Predict the reactants needed to synthesize the given product. The reactants are: C[Mg]Cl.I[C:5]1[N:10]=[CH:9][C:8]([Br:11])=[CH:7][N:6]=1.CN(C)[CH:14]=[O:15]. Given the product [Br:11][C:8]1[CH:7]=[N:6][C:5]([CH:14]=[O:15])=[N:10][CH:9]=1, predict the reactants needed to synthesize it.